This data is from Reaction yield outcomes from USPTO patents with 853,638 reactions. The task is: Predict the reaction yield, written as a fraction of the theoretical maximum amount of product (1.0 means a 100% yield; for example, 0.34 means a 34% yield). (1) The reactants are [F:1][C:2]1[CH:3]=[CH:4][C:5]([OH:24])=[C:6]([C:8]2(O)[C:16]3[C:11](=[CH:12][CH:13]=[CH:14][CH:15]=3)[N:10]([CH2:17][CH2:18][CH2:19][CH2:20][CH3:21])[C:9]2=[O:22])[CH:7]=1.FC(F)(F)C(O)=O.C([SiH](CC)CC)C. The catalyst is ClCCl. The product is [F:1][C:2]1[CH:3]=[CH:4][C:5]([OH:24])=[C:6]([CH:8]2[C:16]3[C:11](=[CH:12][CH:13]=[CH:14][CH:15]=3)[N:10]([CH2:17][CH2:18][CH2:19][CH2:20][CH3:21])[C:9]2=[O:22])[CH:7]=1. The yield is 0.910. (2) The reactants are Br[C:2]1[CH:3]=[C:4]([NH2:8])[CH:5]=[N:6][CH:7]=1.B1(B2OC(C)(C)C(C)(C)O2)OC(C)(C)C(C)(C)O1.C(O[K])(C)=O.Br[C:33]1[CH:38]=[CH:37][CH:36]=[CH:35][N:34]=1.C([O-])([O-])=O.[Cs+].[Cs+]. The catalyst is O1CCOCC1.C1C=CC(P(C2C=CC=CC=2)[C-]2C=CC=C2)=CC=1.C1C=CC(P(C2C=CC=CC=2)[C-]2C=CC=C2)=CC=1.Cl[Pd]Cl.[Fe+2].C1C=CC([P]([Pd]([P](C2C=CC=CC=2)(C2C=CC=CC=2)C2C=CC=CC=2)([P](C2C=CC=CC=2)(C2C=CC=CC=2)C2C=CC=CC=2)[P](C2C=CC=CC=2)(C2C=CC=CC=2)C2C=CC=CC=2)(C2C=CC=CC=2)C2C=CC=CC=2)=CC=1.O. The product is [N:34]1[CH:35]=[CH:36][CH:37]=[CH:38][C:33]=1[C:2]1[CH:7]=[N:6][CH:5]=[C:4]([NH2:8])[CH:3]=1. The yield is 0.300.